Predict the reactants needed to synthesize the given product. From a dataset of Full USPTO retrosynthesis dataset with 1.9M reactions from patents (1976-2016). (1) Given the product [CH3:20][CH:19]([NH:1][C:2]1[CH:6]=[C:5]([C:7]2[CH:8]=[CH:9][N:10]=[CH:11][CH:12]=2)[S:4][C:3]=1[C:13]([O:15][CH3:16])=[O:14])[CH3:21], predict the reactants needed to synthesize it. The reactants are: [NH2:1][C:2]1[CH:6]=[C:5]([C:7]2[CH:12]=[CH:11][N:10]=[CH:9][CH:8]=2)[S:4][C:3]=1[C:13]([O:15][CH3:16])=[O:14].CO[C:19]([CH3:21])=[CH2:20].C(O)(=O)C.C(O[BH-](OC(=O)C)OC(=O)C)(=O)C.[Na+].C([O-])(O)=O.[Na+]. (2) The reactants are: Cl[C:2]1[N:7]=[C:6]([N:8]2[CH2:13][CH2:12][O:11][CH2:10][CH2:9]2)[N:5]=[C:4]([N:14]2[C:18]3[CH:19]=[CH:20][CH:21]=[C:22]([O:23][CH3:24])[C:17]=3[N:16]=[C:15]2[CH:25]([F:27])[F:26])[N:3]=1.[NH:28]1[CH2:31][CH:30]([NH:32][C:33](=[O:39])[O:34][C:35]([CH3:38])([CH3:37])[CH3:36])[CH2:29]1. Given the product [F:26][CH:25]([F:27])[C:15]1[N:14]([C:4]2[N:5]=[C:6]([N:8]3[CH2:13][CH2:12][O:11][CH2:10][CH2:9]3)[N:7]=[C:2]([N:28]3[CH2:31][CH:30]([NH:32][C:33](=[O:39])[O:34][C:35]([CH3:37])([CH3:36])[CH3:38])[CH2:29]3)[N:3]=2)[C:18]2[CH:19]=[CH:20][CH:21]=[C:22]([O:23][CH3:24])[C:17]=2[N:16]=1, predict the reactants needed to synthesize it. (3) Given the product [CH:12]([O:1][C:2]1[C:9]([CH3:10])=[CH:8][CH:7]=[CH:6][C:3]=1[CH:4]=[O:5])([CH3:14])[CH3:13], predict the reactants needed to synthesize it. The reactants are: [OH:1][C:2]1[C:9]([CH3:10])=[CH:8][CH:7]=[CH:6][C:3]=1[CH:4]=[O:5].I[CH:12]([CH3:14])[CH3:13].C(=O)([O-])[O-].[K+].[K+]. (4) Given the product [O:1]=[C:2]1[NH:15][C:5]2([C:14]3[C:9](=[CH:10][CH:11]=[CH:12][CH:13]=3)[CH2:8][CH2:7][CH2:6]2)[C:4](=[O:16])[N:3]1[CH2:17][C:18]([OH:20])=[O:19], predict the reactants needed to synthesize it. The reactants are: [O:1]=[C:2]1[NH:15][C:5]2([C:14]3[C:9](=[CH:10][CH:11]=[CH:12][CH:13]=3)[CH2:8][CH2:7][CH2:6]2)[C:4](=[O:16])[N:3]1[CH2:17][C:18]([O:20]C(C)(C)C)=[O:19].C(O)(C(F)(F)F)=O. (5) The reactants are: [C:1]([O:5][C:6]([NH:8][CH2:9][CH2:10][CH2:11][CH2:12][CH2:13][CH2:14][O:15][C:16]1[CH:47]=[CH:46][C:19]([CH2:20][NH:21][C:22]2[N:27]=[C:26]([O:28][CH2:29][C:30]([F:33])([F:32])[F:31])[N:25]=[C:24]([NH:34][C:35]3[CH:45]=[CH:44][C:38]([C:39]([O:41]CC)=[O:40])=[CH:37][CH:36]=3)[N:23]=2)=[CH:18][CH:17]=1)=[O:7])([CH3:4])([CH3:3])[CH3:2].C([O-])([O-])=O.[K+].[K+].O.Cl. Given the product [C:1]([O:5][C:6]([NH:8][CH2:9][CH2:10][CH2:11][CH2:12][CH2:13][CH2:14][O:15][C:16]1[CH:47]=[CH:46][C:19]([CH2:20][NH:21][C:22]2[N:27]=[C:26]([O:28][CH2:29][C:30]([F:33])([F:32])[F:31])[N:25]=[C:24]([NH:34][C:35]3[CH:45]=[CH:44][C:38]([C:39]([OH:41])=[O:40])=[CH:37][CH:36]=3)[N:23]=2)=[CH:18][CH:17]=1)=[O:7])([CH3:4])([CH3:2])[CH3:3], predict the reactants needed to synthesize it. (6) Given the product [CH3:63][O:64][C:65](=[O:76])[C:66]1[CH:71]=[CH:70][C:69]([NH:72][C:30]([C@@H:20]2[NH:19][C@@H:18]([CH2:33][C:34]([CH3:35])([CH3:37])[CH3:36])[C@:17]3([C:12]4[C:13](=[CH:14][C:9]([Cl:8])=[CH:10][CH:11]=4)[NH:15][C:16]3=[O:38])[C@H:21]2[C:22]2[CH:27]=[CH:26][CH:25]=[C:24]([Cl:28])[C:23]=2[F:29])=[O:32])=[C:68]([O:73][CH2:74][CH3:75])[CH:67]=1, predict the reactants needed to synthesize it. The reactants are: FC(F)(F)C(O)=O.[Cl:8][C:9]1[CH:14]=[C:13]2[NH:15][C:16](=[O:38])[C:17]3([CH:21]([C:22]4[CH:27]=[CH:26][CH:25]=[C:24]([Cl:28])[C:23]=4[F:29])[CH:20]([C:30]([OH:32])=O)[NH:19][CH:18]3[CH2:33][C:34]([CH3:37])([CH3:36])[CH3:35])[C:12]2=[CH:11][CH:10]=1.C(N(C(C)C)CC)(C)C.C1(P(Cl)(C2C=CC=CC=2)=O)C=CC=CC=1.[CH3:63][O:64][C:65](=[O:76])[C:66]1[CH:71]=[CH:70][C:69]([NH2:72])=[C:68]([O:73][CH2:74][CH3:75])[CH:67]=1. (7) Given the product [ClH:27].[F:25][C:22]1[CH:23]=[CH:24][C:19]([C:18]([N:14]2[CH2:15][CH2:16][CH2:17][CH:12]([C:10]([NH:9][NH2:8])=[O:11])[CH2:13]2)=[O:26])=[CH:20][CH:21]=1, predict the reactants needed to synthesize it. The reactants are: C(OC([NH:8][NH:9][C:10]([CH:12]1[CH2:17][CH2:16][CH2:15][N:14]([C:18](=[O:26])[C:19]2[CH:24]=[CH:23][C:22]([F:25])=[CH:21][CH:20]=2)[CH2:13]1)=[O:11])=O)(C)(C)C.[ClH:27].